Dataset: Reaction yield outcomes from USPTO patents with 853,638 reactions. Task: Predict the reaction yield, written as a fraction of the theoretical maximum amount of product (1.0 means a 100% yield; for example, 0.34 means a 34% yield). (1) The catalyst is C1COCC1. The yield is 0.417. The product is [S:1]1[CH:5]=[CH:4][CH:3]=[C:2]1[CH:6]([CH3:13])[C:7]([O:9][CH3:10])=[O:8]. The reactants are [S:1]1[CH:5]=[CH:4][CH:3]=[C:2]1[CH2:6][C:7]([O:9][CH3:10])=[O:8].[H-].[Na+].[CH3:13]I. (2) The reactants are CC(C)([O-])C.[Na+].CN([C:10]1[C:15]([C:10]2[C:15](P(C3CCCCC3)C3CCCCC3)=[CH:14][CH:13]=[CH:12][CH:11]=2)=[CH:14][CH:13]=[CH:12][CH:11]=1)C.[NH2:35][C@H:36]1[C:45]2[C:40](=[CH:41][CH:42]=[CH:43][CH:44]=2)[N:39]([C:46](=[O:48])[CH3:47])[C@@H:38]([CH:49]([CH3:51])[CH3:50])[C@@H:37]1[CH3:52].BrC1C=CC=CC=1. The catalyst is C1C=CC(/C=C/C(/C=C/C2C=CC=CC=2)=O)=CC=1.C1C=CC(/C=C/C(/C=C/C2C=CC=CC=2)=O)=CC=1.C1C=CC(/C=C/C(/C=C/C2C=CC=CC=2)=O)=CC=1.[Pd].[Pd].O1CCOCC1. The product is [CH:49]([C@H:38]1[C@H:37]([CH3:52])[C@@H:36]([NH:35][C:10]2[CH:15]=[CH:14][CH:13]=[CH:12][CH:11]=2)[C:45]2[C:40](=[CH:41][CH:42]=[CH:43][CH:44]=2)[N:39]1[C:46](=[O:48])[CH3:47])([CH3:51])[CH3:50]. The yield is 0.510. (3) The reactants are [Br:1][C:2]1[C:3]([O:10][C:11]2[CH:16]=[CH:15][N:14]=[C:13](Cl)[CH:12]=2)=[CH:4][C:5]([F:9])=[C:6]([CH:8]=1)[NH2:7].[O-]P([O-])([O-])=O.[K+].[K+].[K+].[CH3:26][N:27]1[CH:31]=[C:30](B2OC(C)(C)C(C)(C)O2)[CH:29]=[N:28]1. The catalyst is CN(C=O)C.O.C1C=CC([P]([Pd]([P](C2C=CC=CC=2)(C2C=CC=CC=2)C2C=CC=CC=2)([P](C2C=CC=CC=2)(C2C=CC=CC=2)C2C=CC=CC=2)[P](C2C=CC=CC=2)(C2C=CC=CC=2)C2C=CC=CC=2)(C2C=CC=CC=2)C2C=CC=CC=2)=CC=1. The product is [Br:1][C:2]1[C:3]([O:10][C:11]2[CH:16]=[CH:15][N:14]=[C:13]([C:30]3[CH:29]=[N:28][N:27]([CH3:26])[CH:31]=3)[CH:12]=2)=[CH:4][C:5]([F:9])=[C:6]([CH:8]=1)[NH2:7]. The yield is 0.520. (4) The reactants are [NH2:1][C:2]1[C:3]([F:16])=[C:4]([NH:9][S:10]([CH2:13][CH2:14][CH3:15])(=[O:12])=[O:11])[CH:5]=[CH:6][C:7]=1[F:8].[N:17]1[C:26]2[C:21](=[CH:22][CH:23]=[CH:24][CH:25]=2)[CH:20]=[C:19]([CH:27]=O)[CH:18]=1.FC(F)(F)C(O)=O.C([SiH](CC)CC)C. The catalyst is C(#N)C. The product is [F:16][C:3]1[C:2]([NH:1][CH2:27][C:19]2[CH:18]=[N:17][C:26]3[C:21]([CH:20]=2)=[CH:22][CH:23]=[CH:24][CH:25]=3)=[C:7]([F:8])[CH:6]=[CH:5][C:4]=1[NH:9][S:10]([CH2:13][CH2:14][CH3:15])(=[O:12])=[O:11]. The yield is 0.290. (5) The reactants are [Br:1][C:2]1[CH:3]=[C:4]([CH:8]([N:12]2[CH:16]=[C:15]([C:17]3[C:18]4[CH:25]=[CH:24][N:23](COCC[Si](C)(C)C)[C:19]=4[N:20]=[CH:21][N:22]=3)[CH:14]=[N:13]2)[CH2:9][C:10]#[N:11])[CH:5]=[N:6][CH:7]=1.C(Cl)Cl.C(O)(C(F)(F)F)=O.CO.C(N)CN. No catalyst specified. The product is [Br:1][C:2]1[CH:3]=[C:4]([CH:8]([N:12]2[CH:16]=[C:15]([C:17]3[C:18]4[CH:25]=[CH:24][NH:23][C:19]=4[N:20]=[CH:21][N:22]=3)[CH:14]=[N:13]2)[CH2:9][C:10]#[N:11])[CH:5]=[N:6][CH:7]=1. The yield is 0.714. (6) The reactants are [Cl:1][C:2]1[CH:7]=[CH:6][C:5]([C:8]2[N:12]([CH3:13])[C:11]([C:14](O)=[O:15])=[C:10]([C:17]3[CH:22]=[CH:21][C:20]([S:23](=[O:26])(=[O:25])[NH2:24])=[CH:19][CH:18]=3)[C:9]=2[CH3:27])=[CH:4][CH:3]=1.C1C=CC2N(O)N=NC=2C=1.Cl.[CH3:39][NH:40][O:41][CH3:42].C(Cl)CCl.C(N(CC)CC)C. The catalyst is CN(C=O)C.C(OCC)(=O)C. The product is [Cl:1][C:2]1[CH:3]=[CH:4][C:5]([C:8]2[N:12]([CH3:13])[C:11]([C:14]([N:40]([O:41][CH3:42])[CH3:39])=[O:15])=[C:10]([C:17]3[CH:18]=[CH:19][C:20]([S:23](=[O:25])(=[O:26])[NH2:24])=[CH:21][CH:22]=3)[C:9]=2[CH3:27])=[CH:6][CH:7]=1. The yield is 0.768. (7) The reactants are [CH3:1][O:2][C:3](=[O:28])[C@@H:4]([NH:10][CH2:11][C:12]([O:20][C:21]1[CH:26]=[CH:25][CH:24]=[CH:23][C:22]=1[Cl:27])=[CH:13][C:14](OCCC)=[O:15])[CH2:5][C:6]([F:9])([F:8])[CH3:7]. The catalyst is C(#N)C.ClCCl. The product is [CH3:1][O:2][C:3](=[O:28])[C@@H:4]([N:10]1[CH2:11][C:12]([O:20][C:21]2[CH:26]=[CH:25][CH:24]=[CH:23][C:22]=2[Cl:27])=[CH:13][C:14]1=[O:15])[CH2:5][C:6]([F:9])([F:8])[CH3:7]. The yield is 0.320. (8) The reactants are [OH:1][C:2]1[CH:3]=[C:4]2[C:9](=[CH:10][CH:11]=1)[CH:8]=[C:7]([CH:12]=O)[CH:6]=[CH:5]2.[NH:14]1[CH2:19][CH2:18][CH:17]([C:20]([O:22][CH2:23][CH3:24])=[O:21])[CH2:16][CH2:15]1.[BH-](OC(C)=O)(OC(C)=O)OC(C)=O.[Na+].CC1C=CC(S(O)(=O)=O)=CC=1. No catalyst specified. The product is [OH:1][C:2]1[CH:3]=[C:4]2[C:9](=[CH:10][CH:11]=1)[CH:8]=[C:7]([CH2:12][N:14]1[CH2:19][CH2:18][CH:17]([C:20]([O:22][CH2:23][CH3:24])=[O:21])[CH2:16][CH2:15]1)[CH:6]=[CH:5]2. The yield is 0.410. (9) The reactants are [F:1][C:2]([F:35])([F:34])[C:3]1[CH:4]=[C:5]([CH:31]=[CH:32][CH:33]=1)[CH2:6][NH:7][C:8](=[O:30])[C:9]1[CH:14]=[CH:13][N:12]=[C:11]([C:15]2[CH:20]=[C:19]([N:21]3[CH2:26][CH2:25][O:24][CH2:23][CH2:22]3)[CH:18]=[CH:17][C:16]=2[N+:27]([O-])=O)[CH:10]=1. The catalyst is CO.[Pd]. The product is [F:34][C:2]([F:1])([F:35])[C:3]1[CH:4]=[C:5]([CH:31]=[CH:32][CH:33]=1)[CH2:6][NH:7][C:8](=[O:30])[C:9]1[CH:14]=[CH:13][N:12]=[C:11]([C:15]2[CH:20]=[C:19]([N:21]3[CH2:22][CH2:23][O:24][CH2:25][CH2:26]3)[CH:18]=[CH:17][C:16]=2[NH2:27])[CH:10]=1. The yield is 0.530. (10) The reactants are [CH2:1]([C:3]1[N:4]([C:28]2[CH:33]=[CH:32][C:31]([OH:34])=[CH:30][CH:29]=2)[C:5](=[O:27])[C:6]([CH2:12][C:13]2[CH:18]=[CH:17][C:16]([C:19]3[C:20]([C:25]#[N:26])=[CH:21][CH:22]=[CH:23][CH:24]=3)=[CH:15][CH:14]=2)=[C:7]([CH2:9][CH2:10][CH3:11])[N:8]=1)[CH3:2].I[CH2:36][C:37]([CH3:40])([CH3:39])[CH3:38].C(=O)([O-])[O-].[Cs+].[Cs+]. The catalyst is CN(C)C(=O)C. The product is [CH3:36][C:37]([CH3:40])([CH3:39])[CH2:38][O:34][C:31]1[CH:32]=[CH:33][C:28]([N:4]2[C:5](=[O:27])[C:6]([CH2:12][C:13]3[CH:18]=[CH:17][C:16]([C:19]4[C:20]([C:25]#[N:26])=[CH:21][CH:22]=[CH:23][CH:24]=4)=[CH:15][CH:14]=3)=[C:7]([CH2:9][CH2:10][CH3:11])[N:8]=[C:3]2[CH2:1][CH3:2])=[CH:29][CH:30]=1. The yield is 0.870.